Dataset: Reaction yield outcomes from USPTO patents with 853,638 reactions. Task: Predict the reaction yield, written as a fraction of the theoretical maximum amount of product (1.0 means a 100% yield; for example, 0.34 means a 34% yield). (1) The reactants are [NH2:1][C:2]1[S:3][C:4]2[CH2:10][CH2:9][CH2:8][CH2:7][C:5]=2[N:6]=1.[C:11]1([CH3:20])[CH:16]=[CH:15][C:14]([C:17](Cl)=[O:18])=[CH:13][CH:12]=1.Br[CH:22]([CH2:27][CH3:28])[C:23]([O:25]C)=[O:24].NC1SC2C=CC=CC=2N=1.C(Cl)(=O)C1C=CC=CC=1.BrCC(OCC)=O. No catalyst specified. The product is [CH3:20][C:11]1[CH:16]=[CH:15][C:14]([C:17]([N:1]=[C:2]2[N:6]([CH:22]([CH2:27][CH3:28])[C:23]([OH:25])=[O:24])[C:5]3[CH2:7][CH2:8][CH2:9][CH2:10][C:4]=3[S:3]2)=[O:18])=[CH:13][CH:12]=1. The yield is 0.800. (2) The reactants are [F:1][C:2]1[C:3]([C:9]2[N:10]([CH:15]([CH3:17])[CH3:16])[C:11]([CH3:14])=[N:12][CH:13]=2)=[N:4][C:5](N)=[N:6][CH:7]=1.N([O-])=O.[Na+].[OH-].[Na+].[CH3:24][C:25]([OH:27])=[O:26].O. The catalyst is O. The product is [C:25]([O:27][C:5]1[N:4]=[C:3]([C:9]2[N:10]([CH:15]([CH3:16])[CH3:17])[C:11]([CH3:14])=[N:12][CH:13]=2)[C:2]([F:1])=[CH:7][N:6]=1)(=[O:26])[CH3:24]. The yield is 0.810. (3) The yield is 0.580. The catalyst is CN(C=O)C. The reactants are [CH3:1][C:2]1[C:3]([N+:16]([O-:18])=[O:17])=[C:4]([C:10]([N+:13]([O-:15])=[O:14])=[CH:11][CH:12]=1)[C:5]([O:7][CH2:8][CH3:9])=[O:6].C[C:20]([N:22]([CH3:24])[CH3:23])=O. The product is [CH3:20][N:22]([CH3:24])/[CH:23]=[CH:1]/[C:2]1[C:3]([N+:16]([O-:18])=[O:17])=[C:4]([C:10]([N+:13]([O-:15])=[O:14])=[CH:11][CH:12]=1)[C:5]([O:7][CH2:8][CH3:9])=[O:6]. (4) The reactants are [C:1]([C:4]1[CH:8]=[C:7]([C:9]([O:11][CH3:12])=[O:10])[NH:6][N:5]=1)(=O)[CH3:2].BrBr.BrC(Br)C(C1C=C(C(OC)=O)NN=1)=O.[C:29]([NH2:32])(=[S:31])[CH3:30]. The catalyst is C(Cl)(Cl)Cl.CO. The product is [CH3:30][C:29]1[S:31][CH:2]=[C:1]([C:4]2[CH:8]=[C:7]([C:9]([O:11][CH3:12])=[O:10])[NH:6][N:5]=2)[N:32]=1. The yield is 1.02. (5) The reactants are C[O:2][C:3]([C:5]1[C:14]([NH:15][C:16]2[CH:21]=[CH:20][CH:19]=[CH:18][C:17]=2[Cl:22])=[C:13]([F:23])[C:8]2=[N:9][O:10][C:11]([CH3:12])=[C:7]2[CH:6]=1)=[O:4].C1COCC1.[Li+].[OH-].Cl. The catalyst is O. The product is [Cl:22][C:17]1[CH:18]=[CH:19][CH:20]=[CH:21][C:16]=1[NH:15][C:14]1[C:5]([C:3]([OH:4])=[O:2])=[CH:6][C:7]2[C:8]([C:13]=1[F:23])=[N:9][O:10][C:11]=2[CH3:12]. The yield is 0.910. (6) The reactants are [OH:1][C:2]1[CH:18]=[CH:17][C:5]([C:6]2[CH2:7][O:8][C:9]3[C:14]([CH:15]=2)=[CH:13][CH:12]=[C:11](O)[CH:10]=3)=[CH:4][CH:3]=1.[CH3:19][C:20]1[CH:21]=[C:22]([CH:24]=[CH:25][C:26]=1[CH3:27])[NH2:23].[CH2:28]=[O:29].[CH2:30](O)C. No catalyst specified. The product is [CH3:19][C:20]1[CH:21]=[C:22]([N:23]2[CH2:30][C:12]3[CH:13]=[C:14]4[C:9](=[CH:10][C:11]=3[O:29][CH2:28]2)[O:8][CH2:7][C:6]([C:5]2[CH:17]=[CH:18][C:2]([OH:1])=[CH:3][CH:4]=2)=[CH:15]4)[CH:24]=[CH:25][C:26]=1[CH3:27]. The yield is 0.210. (7) The reactants are [Cl:1][C:2]1[CH:7]=[CH:6][C:5]([C@@:8]2([OH:16])[CH2:13][CH2:12][NH:11][CH2:10][C:9]2([CH3:15])[CH3:14])=[CH:4][CH:3]=1.[C:17]([O:21][C:22]([N:24]([CH3:32])[C@H:25]([CH:29]([CH3:31])[CH3:30])[C:26](O)=[O:27])=[O:23])([CH3:20])([CH3:19])[CH3:18].C1C=CC2N(O)N=NC=2C=1.C(Cl)CCl.C(N(CC)CC)C. The catalyst is C(Cl)Cl. The product is [Cl:1][C:2]1[CH:7]=[CH:6][C:5]([C@@:8]2([OH:16])[CH2:13][CH2:12][N:11]([C:26](=[O:27])[C@H:25]([N:24]([CH3:32])[C:22](=[O:23])[O:21][C:17]([CH3:19])([CH3:18])[CH3:20])[CH:29]([CH3:31])[CH3:30])[CH2:10][C:9]2([CH3:14])[CH3:15])=[CH:4][CH:3]=1. The yield is 1.00. (8) The reactants are Cl[C:2]1[CH:3]=[C:4]2[C:9](=[CH:10][N:11]=1)[NH:8][C:7]([C:12]1[CH:17]=[CH:16][CH:15]=[CH:14][C:13]=1[Cl:18])=[CH:6][C:5]2=[O:19].[CH:20]1([C:23]([NH2:25])=[O:24])[CH2:22][CH2:21]1.C(=O)([O-])[O-].[Cs+].[Cs+].O. The catalyst is O1CCOCC1.[Cl-].[Na+].O. The product is [Cl:18][C:13]1[CH:14]=[CH:15][CH:16]=[CH:17][C:12]=1[C:7]1[NH:8][C:9]2[C:4]([C:5](=[O:19])[CH:6]=1)=[CH:3][C:2]([NH:25][C:23]([CH:20]1[CH2:22][CH2:21]1)=[O:24])=[N:11][CH:10]=2. The yield is 0.0620.